From a dataset of Reaction yield outcomes from USPTO patents with 853,638 reactions. Predict the reaction yield, written as a fraction of the theoretical maximum amount of product (1.0 means a 100% yield; for example, 0.34 means a 34% yield). (1) The reactants are [NH2:1][CH:2]1[CH2:7][CH2:6][CH2:5][N:4]([C:8]([O:10][C:11]([CH3:14])([CH3:13])[CH3:12])=[O:9])[CH2:3]1.[Br:15][C:16]1[CH:21]=[C:20](Br)[C:19]([N+:23]([O-:25])=[O:24])=[CH:18][N:17]=1.CCN(CC)CC.[OH-].[Na+]. The catalyst is CCO.CCOC(C)=O. The product is [Br:15][C:16]1[CH:21]=[C:20]([NH:1][CH:2]2[CH2:7][CH2:6][CH2:5][N:4]([C:8]([O:10][C:11]([CH3:14])([CH3:13])[CH3:12])=[O:9])[CH2:3]2)[C:19]([N+:23]([O-:25])=[O:24])=[CH:18][N:17]=1. The yield is 0.420. (2) The reactants are [CH:1]1([NH:6][C:7]2[N:12]=[C:11]([C:13]3[C:14]([C:28]4[CH:33]=[CH:32][C:31]([F:34])=[CH:30][CH:29]=4)=[N:15][N:16]4[C:21]([NH:22][CH2:23][C:24]([O:26]C)=[O:25])=[CH:20][CH:19]=[CH:18][C:17]=34)[CH:10]=[C:9]([CH3:35])[N:8]=2)[CH2:5][CH2:4][CH2:3][CH2:2]1.[OH-].[Li+]. The catalyst is O1CCCC1.CO. The product is [CH:1]1([NH:6][C:7]2[N:12]=[C:11]([C:13]3[C:14]([C:28]4[CH:29]=[CH:30][C:31]([F:34])=[CH:32][CH:33]=4)=[N:15][N:16]4[C:21]([NH:22][CH2:23][C:24]([OH:26])=[O:25])=[CH:20][CH:19]=[CH:18][C:17]=34)[CH:10]=[C:9]([CH3:35])[N:8]=2)[CH2:2][CH2:3][CH2:4][CH2:5]1. The yield is 0.950. (3) The reactants are [OH:1][C:2]1[CH:7]=[CH:6][C:5]2[C:8]3([CH2:23][O:24][C:4]=2[CH:3]=1)[C:16]1[C:11](=[CH:12][CH:13]=[CH:14][CH:15]=1)[N:10]([CH2:17][CH2:18][CH:19]([CH3:21])[CH3:20])[C:9]3=[O:22].C([Mg]Cl)(C)C.[F:30][C:31]([F:42])([F:41])[C:32](O[C:32](=[O:33])[C:31]([F:42])([F:41])[F:30])=[O:33]. The catalyst is O1CCCC1. The product is [OH:1][C:2]1[C:7]([C:32](=[O:33])[C:31]([F:42])([F:41])[F:30])=[CH:6][C:5]2[C:8]3([CH2:23][O:24][C:4]=2[CH:3]=1)[C:16]1[C:11](=[CH:12][CH:13]=[CH:14][CH:15]=1)[N:10]([CH2:17][CH2:18][CH:19]([CH3:21])[CH3:20])[C:9]3=[O:22]. The yield is 0.0900. (4) The reactants are [Cl:1][C:2]1[CH:3]=[C:4]([CH:9]([C:28]([F:31])([F:30])[F:29])/[CH:10]=[CH:11]/[C:12]2[CH:13]=[CH:14][C:15]([N:23]3[CH:27]=[N:26][CH:25]=[N:24]3)=[C:16]([CH:22]=2)[C:17]([O:19]CC)=[O:18])[CH:5]=[C:6]([Cl:8])[CH:7]=1. The catalyst is Cl. The product is [Cl:8][C:6]1[CH:5]=[C:4]([CH:9]([C:28]([F:29])([F:31])[F:30])/[CH:10]=[CH:11]/[C:12]2[CH:13]=[CH:14][C:15]([N:23]3[CH:27]=[N:26][CH:25]=[N:24]3)=[C:16]([CH:22]=2)[C:17]([OH:19])=[O:18])[CH:3]=[C:2]([Cl:1])[CH:7]=1. The yield is 0.600. (5) The reactants are [CH:1]1[C:2]2[C:9](=O)[NH:8][CH:7]=[N:6][C:3]=2[NH:4][N:5]=1.P(Cl)(Cl)([Cl:13])=O.C(N(C(C)C)CC)(C)C. The catalyst is C1(C)C=CC=CC=1. The product is [Cl:13][C:9]1[N:8]=[CH:7][N:6]=[C:3]2[NH:4][N:5]=[CH:1][C:2]=12. The yield is 0.705. (6) The reactants are [NH2:1][C:2]1[CH:19]=[CH:18][CH:17]=[CH:16][C:3]=1[O:4][C:5]1[CH:14]=[CH:13][C:12]([F:15])=[CH:11][C:6]=1[C:7](OC)=[O:8].C[Al](C)C.C1(C)C=CC=CC=1.O. The catalyst is C(Cl)Cl. The product is [F:15][C:12]1[CH:13]=[CH:14][C:5]2[O:4][C:3]3[CH:16]=[CH:17][CH:18]=[CH:19][C:2]=3[NH:1][C:7](=[O:8])[C:6]=2[CH:11]=1. The yield is 0.730. (7) The reactants are Br[CH:2]([CH3:13])[C:3]([C:5]1[CH:10]=[CH:9][C:8]([O:11][CH3:12])=[CH:7][CH:6]=1)=O.[NH2:14][C:15]([NH2:17])=[S:16]. The catalyst is CCO. The product is [CH3:12][O:11][C:8]1[CH:9]=[CH:10][C:5]([C:3]2[N:14]=[C:15]([NH2:17])[S:16][C:2]=2[CH3:13])=[CH:6][CH:7]=1. The yield is 0.780.